This data is from Catalyst prediction with 721,799 reactions and 888 catalyst types from USPTO. The task is: Predict which catalyst facilitates the given reaction. (1) The catalyst class is: 5. Reactant: [CH3:1][O:2][C:3](=[O:26])[C:4]1[C:5](=[CH:10][C:11]([CH2:14][N:15]2[C:23](=[O:24])C3C(=CC=CC=3)C2=O)=[CH:12][CH:13]=1)[C:6]([O:8][CH3:9])=[O:7].[OH2:27].NN. Product: [CH3:1][O:2][C:3](=[O:26])[C:4]1[C:5](=[CH:10][C:11]([CH2:14][NH:15][C:23]([O:24][C:4]([CH3:5])([CH3:13])[CH3:3])=[O:27])=[CH:12][CH:13]=1)[C:6]([O:8][CH3:9])=[O:7]. (2) Reactant: [OH:1][C:2]1[C:7](C(O)=O)=[CH:6][N:5]=[C:4]2[N:11]([C:15]3[CH:20]=[CH:19][C:18]([O:21][CH3:22])=[CH:17][CH:16]=3)[N:12]=[C:13]([CH3:14])[C:3]=12. Product: [CH3:22][O:21][C:18]1[CH:17]=[CH:16][C:15]([N:11]2[C:4]3[N:5]=[CH:6][CH:7]=[C:2]([OH:1])[C:3]=3[C:13]([CH3:14])=[N:12]2)=[CH:20][CH:19]=1. The catalyst class is: 400. (3) Reactant: [O:1]=[C:2]1[C:11]2[C:6](=[CH:7][CH:8]=[C:9]([C:12]([O:14][CH3:15])=[O:13])[CH:10]=2)[CH:5]=[CH:4][N:3]1[CH2:16][CH:17]=O.[CH3:19][O:20][C:21]1[CH:27]=[CH:26][C:24]([NH2:25])=[CH:23][CH:22]=1.C(O)(=O)C.C([BH3-])#N.[Na+]. Product: [CH3:19][O:20][C:21]1[CH:27]=[CH:26][C:24]([NH:25][CH2:17][CH2:16][N:3]2[CH:4]=[CH:5][C:6]3[C:11](=[CH:10][C:9]([C:12]([O:14][CH3:15])=[O:13])=[CH:8][CH:7]=3)[C:2]2=[O:1])=[CH:23][CH:22]=1. The catalyst class is: 5. (4) Reactant: [CH2:1]([O:3][C:4]1[CH:5]=[C:6]2[C:11](=[C:12]3[CH2:16][C:15]([CH3:18])([CH3:17])[O:14][C:13]=13)[C:10]([C:19]1[CH:24]=[CH:23][C:22](/[CH:25]=[CH:26]/[C:27]([O:29]C)=[O:28])=[C:21]([O:31][CH3:32])[CH:20]=1)=[N:9][C:8]([CH3:34])([CH3:33])[CH2:7]2)[CH3:2].[OH-].[Na+]. Product: [CH2:1]([O:3][C:4]1[CH:5]=[C:6]2[C:11](=[C:12]3[CH2:16][C:15]([CH3:18])([CH3:17])[O:14][C:13]=13)[C:10]([C:19]1[CH:24]=[CH:23][C:22](/[CH:25]=[CH:26]/[C:27]([OH:29])=[O:28])=[C:21]([O:31][CH3:32])[CH:20]=1)=[N:9][C:8]([CH3:33])([CH3:34])[CH2:7]2)[CH3:2]. The catalyst class is: 5. (5) Reactant: Br[CH2:2][CH2:3][CH2:4][CH2:5][CH2:6][CH2:7][CH2:8][CH2:9][CH2:10][CH2:11][CH2:12][OH:13].[CH:14]1[C:19]([OH:20])=[CH:18][CH:17]=[C:16]([CH3:21])[CH:15]=1.[OH-].[K+].O. Product: [C:16]1([CH3:21])[CH:15]=[CH:14][C:19]([O:20][CH2:2][CH2:3][CH2:4][CH2:5][CH2:6][CH2:7][CH2:8][CH2:9][CH2:10][CH2:11][CH2:12][OH:13])=[CH:18][CH:17]=1. The catalyst class is: 511. (6) Reactant: N([O-])=O.[Na+].N[C:6]1[CH:13]=[C:12]([CH3:14])[C:11]([CH3:15])=[CH:10][C:7]=1[C:8]#[N:9].[I-:16].[K+]. Product: [I:16][C:6]1[CH:13]=[C:12]([CH3:14])[C:11]([CH3:15])=[CH:10][C:7]=1[C:8]#[N:9]. The catalyst class is: 6.